Predict which catalyst facilitates the given reaction. From a dataset of Catalyst prediction with 721,799 reactions and 888 catalyst types from USPTO. (1) Reactant: [OH:1][CH2:2][CH2:3][CH2:4][CH:5]=[N:6][OH:7].[C:8]([Sn:10]([CH2:19][CH2:20][CH2:21][CH3:22])([CH2:15][CH2:16][CH2:17][CH3:18])[CH2:11][CH2:12][CH2:13][CH3:14])#[CH:9].ClN1C(=O)CCC1=O. Product: [CH2:19]([Sn:10]([CH2:15][CH2:16][CH2:17][CH3:18])([CH2:11][CH2:12][CH2:13][CH3:14])[C:8]1[O:7][N:6]=[C:5]([CH2:4][CH2:3][CH2:2][OH:1])[CH:9]=1)[CH2:20][CH2:21][CH3:22]. The catalyst class is: 2. (2) Reactant: [CH3:1][N:2]([S:23]([C:26]1[CH:31]=[CH:30][CH:29]=[CH:28][N:27]=1)(=[O:25])=[O:24])[C:3]1[CH:4]=[C:5]([O:15][CH2:16][CH2:17][CH2:18][S:19]([CH3:22])(=[O:21])=[O:20])[CH:6]=[C:7]2[C:11]=1[NH:10][C:9]([C:12](O)=[O:13])=[CH:8]2.[CH2:32]([S:39][CH:40]([CH:43]([O:46][CH3:47])[O:44][CH3:45])[CH2:41][NH2:42])[C:33]1[CH:38]=[CH:37][CH:36]=[CH:35][CH:34]=1.N1(O)C2C=CC=CC=2N=N1.Cl.CN(C)CCCN=C=NCC. Product: [CH2:32]([S:39][CH:40]([CH:43]([O:44][CH3:45])[O:46][CH3:47])[CH2:41][NH:42][C:12]([C:9]1[NH:10][C:11]2[C:7]([CH:8]=1)=[CH:6][C:5]([O:15][CH2:16][CH2:17][CH2:18][S:19]([CH3:22])(=[O:20])=[O:21])=[CH:4][C:3]=2[N:2]([CH3:1])[S:23]([C:26]1[CH:31]=[CH:30][CH:29]=[CH:28][N:27]=1)(=[O:24])=[O:25])=[O:13])[C:33]1[CH:38]=[CH:37][CH:36]=[CH:35][CH:34]=1. The catalyst class is: 145. (3) Reactant: [ClH:1].[NH2:2][C:3]1[N:8]2[N:9]=[CH:10][C:11]([C:12]3[CH:17]=[CH:16][C:15]([N:18]4[CH2:23][CH2:22][N:21]([CH2:24][CH2:25][OH:26])[CH2:20][CH2:19]4)=[CH:14][CH:13]=3)=[C:7]2[N:6]=[CH:5][C:4]=1[C:27]1[CH:32]=[CH:31][C:30]([N+:33]([O-])=O)=[CH:29][CH:28]=1. Product: [ClH:1].[NH2:2][C:3]1[N:8]2[N:9]=[CH:10][C:11]([C:12]3[CH:13]=[CH:14][C:15]([N:18]4[CH2:19][CH2:20][N:21]([CH2:24][CH2:25][OH:26])[CH2:22][CH2:23]4)=[CH:16][CH:17]=3)=[C:7]2[N:6]=[CH:5][C:4]=1[C:27]1[CH:28]=[CH:29][C:30]([NH2:33])=[CH:31][CH:32]=1. The catalyst class is: 5. (4) Reactant: [C:1]([C:3]1[CH:4]=[C:5]([CH:37]=[C:38]([C:40]([N:42]([CH2:46][CH2:47][CH3:48])[CH2:43][CH2:44][CH3:45])=[O:41])[CH:39]=1)[C:6]([NH:8][C@@H:9]([CH2:30][C:31]1[CH:36]=[CH:35][CH:34]=[CH:33][CH:32]=1)[C@H:10]([OH:29])[CH2:11][N:12]([CH2:20][C:21]1[CH:26]=[CH:25][CH:24]=[C:23]([O:27][CH3:28])[CH:22]=1)C(=O)OC(C)(C)C)=[O:7])#[N:2].[Cl:49]CCl.Cl. Product: [ClH:49].[CH2:30]([C@H:9]([NH:8][C:6](=[O:7])[C:5]1[CH:4]=[C:3]([C:1]#[N:2])[CH:39]=[C:38]([C:40]([N:42]([CH2:43][CH2:44][CH3:45])[CH2:46][CH2:47][CH3:48])=[O:41])[CH:37]=1)[C@H:10]([OH:29])[CH2:11][NH:12][CH2:20][C:21]1[CH:26]=[CH:25][CH:24]=[C:23]([O:27][CH3:28])[CH:22]=1)[C:31]1[CH:32]=[CH:33][CH:34]=[CH:35][CH:36]=1. The catalyst class is: 5.